From a dataset of Full USPTO retrosynthesis dataset with 1.9M reactions from patents (1976-2016). Predict the reactants needed to synthesize the given product. (1) Given the product [C:25]([Si:22]([CH3:24])([CH3:23])[O:21][CH2:20][CH2:19][O:11][C:6]1[CH:5]=[CH:4][C:3]([CH2:1][CH3:2])=[CH:10][C:7]=1[CH:8]=[O:9])([CH3:28])([CH3:27])[CH3:26], predict the reactants needed to synthesize it. The reactants are: [CH2:1]([C:3]1[CH:4]=[CH:5][C:6]([OH:11])=[C:7]([CH:10]=1)[CH:8]=[O:9])[CH3:2].C([O-])([O-])=O.[K+].[K+].Br[CH2:19][CH2:20][O:21][Si:22]([C:25]([CH3:28])([CH3:27])[CH3:26])([CH3:24])[CH3:23]. (2) Given the product [F:14][C:15]1[CH:25]=[CH:24][CH:23]=[C:17]2[C:16]=1[C:21](=[O:20])[N:1]([CH2:2][CH:3]([C:8]1([CH3:13])[O:9][CH2:10][CH2:11][O:12]1)[C:4]([O:6][CH3:7])=[O:5])[C:18]2=[O:19], predict the reactants needed to synthesize it. The reactants are: [NH2:1][CH2:2][CH:3]([C:8]1([CH3:13])[O:12][CH2:11][CH2:10][O:9]1)[C:4]([O:6][CH3:7])=[O:5].[F:14][C:15]1[CH:25]=[CH:24][CH:23]=[C:17]2[C:18]([O:20][C:21](=O)[C:16]=12)=[O:19]. (3) Given the product [CH3:23][O:22][C:19]1[CH:20]=[CH:21][C:16]([CH2:15][O:14][CH2:13][C:10]2[CH:9]=[CH:8][C:7]([CH:2]([CH3:1])[CH2:3][CH2:4][CH2:5][CH3:6])=[CH:12][CH:11]=2)=[CH:17][CH:18]=1, predict the reactants needed to synthesize it. The reactants are: [CH2:1]=[C:2]([C:7]1[CH:12]=[CH:11][C:10]([CH2:13][O:14][CH2:15][C:16]2[CH:21]=[CH:20][C:19]([O:22][CH3:23])=[CH:18][CH:17]=2)=[CH:9][CH:8]=1)[CH2:3][CH2:4][CH2:5][CH3:6]. (4) Given the product [N:13]([CH2:2][C:3]1[O:7][C:6]([C:8]([O:10][CH2:11][CH3:12])=[O:9])=[CH:5][CH:4]=1)=[N+:14]=[N-:15], predict the reactants needed to synthesize it. The reactants are: Cl[CH2:2][C:3]1[O:7][C:6]([C:8]([O:10][CH2:11][CH3:12])=[O:9])=[CH:5][CH:4]=1.[N-:13]=[N+:14]=[N-:15].[Na+].O. (5) Given the product [F:23][C:24]([F:40])([C:34]1[CH:39]=[CH:38][CH:37]=[CH:36][CH:35]=1)[C:25](=[O:33])/[CH:26]=[CH:1]/[C@H:3]1[CH2:8][CH2:7][O:6][C:5](=[O:9])[N:4]1[CH2:10][CH2:11][CH2:12][CH2:13][CH2:14][CH2:15][C:16]([O:18][CH:19]([CH3:21])[CH3:20])=[O:17], predict the reactants needed to synthesize it. The reactants are: [CH:1]([C@H:3]1[CH2:8][CH2:7][O:6][C:5](=[O:9])[N:4]1[CH2:10][CH2:11][CH2:12][CH2:13][CH2:14][CH2:15][C:16]([O:18][CH:19]([CH3:21])[CH3:20])=[O:17])=O.[Na].[F:23][C:24]([F:40])([C:34]1[CH:39]=[CH:38][CH:37]=[CH:36][CH:35]=1)[C:25](=[O:33])[CH2:26]P(=O)(OC)OC.